From a dataset of TCR-epitope binding with 47,182 pairs between 192 epitopes and 23,139 TCRs. Binary Classification. Given a T-cell receptor sequence (or CDR3 region) and an epitope sequence, predict whether binding occurs between them. (1) The epitope is LEPLVDLPI. The TCR CDR3 sequence is CASSQVATDTQYF. Result: 1 (the TCR binds to the epitope). (2) The epitope is PKYVKQNTLKLAT. The TCR CDR3 sequence is CASSYGPVETEAFF. Result: 0 (the TCR does not bind to the epitope). (3) The epitope is GTHWFVTQR. The TCR CDR3 sequence is CASRLAGGRDEQFF. Result: 0 (the TCR does not bind to the epitope). (4) The epitope is NLVPMVATV. The TCR CDR3 sequence is CASSIGGQEETQYF. Result: 0 (the TCR does not bind to the epitope). (5) The epitope is FLPRVFSAV. The TCR CDR3 sequence is CASSWDKSYEQYF. Result: 1 (the TCR binds to the epitope).